From a dataset of Full USPTO retrosynthesis dataset with 1.9M reactions from patents (1976-2016). Predict the reactants needed to synthesize the given product. (1) The reactants are: [Cl:1][C:2]1[CH:7]=[C:6]([OH:8])[CH:5]=[CH:4][C:3]=1[C:9]1[CH:10]=[C:11]2[C:16](=[CH:17][CH:18]=1)[C:15]([C:19]([O:21][CH3:22])=[O:20])=[CH:14][CH:13]=[CH:12]2.C1(P(C2C=CC=CC=2)C2C=CC=CC=2)C=CC=CC=1.[Cl:42][C:43]1[CH:48]=[CH:47][CH:46]=[C:45]([Cl:49])[C:44]=1[C:50]1[C:54]([CH2:55]O)=[C:53]([CH:57]([CH3:59])[CH3:58])[O:52][N:51]=1.N(C(OC(C)C)=O)=NC(OC(C)C)=O. Given the product [Cl:1][C:2]1[CH:7]=[C:6]([O:8][CH2:55][C:54]2[C:50]([C:44]3[C:43]([Cl:42])=[CH:48][CH:47]=[CH:46][C:45]=3[Cl:49])=[N:51][O:52][C:53]=2[CH:57]([CH3:59])[CH3:58])[CH:5]=[CH:4][C:3]=1[C:9]1[CH:10]=[C:11]2[C:16](=[CH:17][CH:18]=1)[C:15]([C:19]([O:21][CH3:22])=[O:20])=[CH:14][CH:13]=[CH:12]2, predict the reactants needed to synthesize it. (2) Given the product [C:10]1([CH3:13])[CH:11]=[CH:12][C:7]([C:4]2[N:3]=[C:2]([N:14]3[CH2:19][CH2:18][NH:17][CH2:16][CH2:15]3)[S:6][N:5]=2)=[CH:8][CH:9]=1, predict the reactants needed to synthesize it. The reactants are: Cl[C:2]1[S:6][N:5]=[C:4]([C:7]2[CH:12]=[CH:11][C:10]([CH3:13])=[CH:9][CH:8]=2)[N:3]=1.[NH:14]1[CH2:19][CH2:18][NH:17][CH2:16][CH2:15]1. (3) Given the product [NH2:30][C:26]1([C:23]2[CH:22]=[CH:21][C:20]([C:19]3[N:5]4[C:6]5[CH:18]=[CH:17][CH:16]=[N:15][C:7]=5[NH:8][C:9]5[CH:14]=[CH:13][CH:12]=[CH:11][C:10]=5[C:4]4=[N:3][C:2]=3[C:56]3[CH:57]=[N:58][C:53]([NH2:45])=[N:54][CH:55]=3)=[CH:25][CH:24]=2)[CH2:29][CH2:28][CH2:27]1, predict the reactants needed to synthesize it. The reactants are: Br[C:2]1[N:3]=[C:4]2[C:10]3[CH:11]=[CH:12][CH:13]=[CH:14][C:9]=3[NH:8][C:7]3[N:15]=[CH:16][CH:17]=[CH:18][C:6]=3[N:5]2[C:19]=1[C:20]1[CH:25]=[CH:24][C:23]([C:26]2([NH:30]C(=O)OC(C)(C)C)[CH2:29][CH2:28][CH2:27]2)=[CH:22][CH:21]=1.C(OC([N:45]([C:53]1[N:58]=[CH:57][C:56](B2OC(C)(C)C(C)(C)O2)=[CH:55][N:54]=1)C(OC(C)(C)C)=O)=O)(C)(C)C.[O-]P([O-])([O-])=O.[K+].[K+].[K+]. (4) Given the product [I:27][C:2]1[C:3]2[C:8]([C:9]([C:16]3[CH:21]=[CH:20][CH:19]=[CH:18][CH:17]=3)=[C:10]3[C:15]=1[CH:14]=[CH:13][CH:12]=[CH:11]3)=[CH:7][CH:6]=[CH:5][CH:4]=2, predict the reactants needed to synthesize it. The reactants are: Br[C:2]1[C:3]2[C:8]([C:9]([C:16]3[CH:21]=[CH:20][CH:19]=[CH:18][CH:17]=3)=[C:10]3[C:15]=1[CH:14]=[CH:13][CH:12]=[CH:11]3)=[CH:7][CH:6]=[CH:5][CH:4]=2.[Li]CCCC.[I:27]I.S([O-])([O-])(=O)=S.[Na+].[Na+]. (5) Given the product [Cl:1][C:2]1[CH:3]=[CH:4][C:5]([CH:8]2[CH2:13][CH2:12][N:11]([C:14]([NH:16][C:17]3[CH:18]=[CH:19][C:20]([N:23]4[CH2:27][CH2:26][C@H:25]([CH2:28][NH:29][C:30](=[O:36])[O:31][C:32]([CH3:34])([CH3:35])[CH3:33])[CH2:24]4)=[N:39][CH:22]=3)=[O:15])[CH2:10][CH2:9]2)=[CH:6][CH:7]=1, predict the reactants needed to synthesize it. The reactants are: [Cl:1][C:2]1[CH:7]=[CH:6][C:5]([CH:8]2[CH2:13][CH2:12][N:11]([C:14]([NH:16][C:17]3[CH:22]=C[C:20]([N:23]4[CH2:27][CH2:26][C@H:25]([CH2:28][NH:29][C:30](=[O:36])[O:31][C:32]([CH3:35])([CH3:34])[CH3:33])[CH2:24]4)=[CH:19][CH:18]=3)=[O:15])[CH2:10][CH2:9]2)=[CH:4][CH:3]=1.ClC1C=CC([N+]([O-])=O)=C[N:39]=1. (6) The reactants are: [OH:1][CH:2]([C:10]1[CH:19]=[CH:18][C:13]2[C:14](=[O:17])[O:15][CH2:16][C:12]=2[C:11]=1[CH3:20])[CH2:3][N:4]1[CH2:9][CH2:8][NH:7][CH2:6][CH2:5]1.[CH3:21][C:22]1[C:23]([CH:32]2[CH2:34][O:33]2)=[CH:24][C:25]([O:30][CH3:31])=[C:26]([CH:29]=1)[C:27]#[N:28]. Given the product [OH:33][CH:32]([C:23]1[C:22]([CH3:21])=[CH:29][C:26]([C:27]#[N:28])=[C:25]([O:30][CH3:31])[CH:24]=1)[CH2:34][N:7]1[CH2:8][CH2:9][N:4]([CH2:3][CH:2]([OH:1])[C:10]2[CH:19]=[CH:18][C:13]3[C:14](=[O:17])[O:15][CH2:16][C:12]=3[C:11]=2[CH3:20])[CH2:5][CH2:6]1, predict the reactants needed to synthesize it.